This data is from NCI-60 drug combinations with 297,098 pairs across 59 cell lines. The task is: Regression. Given two drug SMILES strings and cell line genomic features, predict the synergy score measuring deviation from expected non-interaction effect. (1) Drug 2: CCC(=C(C1=CC=CC=C1)C2=CC=C(C=C2)OCCN(C)C)C3=CC=CC=C3.C(C(=O)O)C(CC(=O)O)(C(=O)O)O. Cell line: UO-31. Drug 1: CC12CCC3C(C1CCC2=O)CC(=C)C4=CC(=O)C=CC34C. Synergy scores: CSS=25.1, Synergy_ZIP=-11.1, Synergy_Bliss=-8.31, Synergy_Loewe=-7.51, Synergy_HSA=-7.46. (2) Drug 1: CS(=O)(=O)CCNCC1=CC=C(O1)C2=CC3=C(C=C2)N=CN=C3NC4=CC(=C(C=C4)OCC5=CC(=CC=C5)F)Cl. Drug 2: CN(C(=O)NC(C=O)C(C(C(CO)O)O)O)N=O. Cell line: MALME-3M. Synergy scores: CSS=1.89, Synergy_ZIP=-1.17, Synergy_Bliss=1.07, Synergy_Loewe=0.441, Synergy_HSA=0.441. (3) Drug 1: CC(C)(C#N)C1=CC(=CC(=C1)CN2C=NC=N2)C(C)(C)C#N. Drug 2: N.N.Cl[Pt+2]Cl. Cell line: HCC-2998. Synergy scores: CSS=18.0, Synergy_ZIP=-0.421, Synergy_Bliss=-0.308, Synergy_Loewe=-4.23, Synergy_HSA=-3.76. (4) Drug 1: CCC1=CC2CC(C3=C(CN(C2)C1)C4=CC=CC=C4N3)(C5=C(C=C6C(=C5)C78CCN9C7C(C=CC9)(C(C(C8N6C)(C(=O)OC)O)OC(=O)C)CC)OC)C(=O)OC.C(C(C(=O)O)O)(C(=O)O)O. Drug 2: CN(C)C1=NC(=NC(=N1)N(C)C)N(C)C. Cell line: OVCAR-8. Synergy scores: CSS=18.4, Synergy_ZIP=2.98, Synergy_Bliss=1.40, Synergy_Loewe=-53.6, Synergy_HSA=-2.50. (5) Drug 1: C1CN(CCN1C(=O)CCBr)C(=O)CCBr. Drug 2: C(CCl)NC(=O)N(CCCl)N=O. Cell line: PC-3. Synergy scores: CSS=26.1, Synergy_ZIP=-3.91, Synergy_Bliss=0.775, Synergy_Loewe=-0.662, Synergy_HSA=2.80. (6) Drug 1: CCCCC(=O)OCC(=O)C1(CC(C2=C(C1)C(=C3C(=C2O)C(=O)C4=C(C3=O)C=CC=C4OC)O)OC5CC(C(C(O5)C)O)NC(=O)C(F)(F)F)O. Drug 2: CS(=O)(=O)OCCCCOS(=O)(=O)C. Cell line: UO-31. Synergy scores: CSS=13.2, Synergy_ZIP=-4.02, Synergy_Bliss=2.08, Synergy_Loewe=-8.27, Synergy_HSA=2.38.